Dataset: Full USPTO retrosynthesis dataset with 1.9M reactions from patents (1976-2016). Task: Predict the reactants needed to synthesize the given product. (1) Given the product [Cl:22][C:17]1[CH:16]=[C:15]([NH:14][C:5]2[C:4]3[C:9](=[CH:10][CH:11]=[C:2]([NH:1][CH2:29][C:25]4[CH:24]=[N:23][CH:28]=[CH:27][CH:26]=4)[CH:3]=3)[N:8]=[CH:7][C:6]=2[C:12]#[N:13])[CH:20]=[CH:19][C:18]=1[F:21], predict the reactants needed to synthesize it. The reactants are: [NH2:1][C:2]1[CH:3]=[C:4]2[C:9](=[CH:10][CH:11]=1)[N:8]=[CH:7][C:6]([C:12]#[N:13])=[C:5]2[NH:14][C:15]1[CH:20]=[CH:19][C:18]([F:21])=[C:17]([Cl:22])[CH:16]=1.[N:23]1[CH:28]=[CH:27][CH:26]=[C:25]([CH:29]=O)[CH:24]=1.[BH3-]C#N.[Na+]. (2) Given the product [CH:9]1([NH:12][C:13](=[O:22])[C:14]2[CH:19]=[CH:18][C:17]([CH3:20])=[C:16]([O:21][C:54]3[C:55]4[CH:64]=[N:63][N:62]([C:65]5[CH:70]=[CH:69][CH:68]=[C:67]([F:71])[CH:66]=5)[C:56]=4[N:57]([CH3:61])[C:58](=[O:60])[CH:59]=3)[CH:15]=2)[CH2:10][CH2:11]1, predict the reactants needed to synthesize it. The reactants are: [O-]P([O-])([O-])=O.[K+].[K+].[K+].[CH:9]1([NH:12][C:13](=[O:22])[C:14]2[CH:19]=[CH:18][C:17]([CH3:20])=[C:16]([OH:21])[CH:15]=2)[CH2:11][CH2:10]1.C(P(C(C)(C)C)C1C=CC=CC=1C1C(CCC)=CC(CCC)=CC=1CCC)(C)(C)C.Cl[C:54]1[C:55]2[CH:64]=[N:63][N:62]([C:65]3[CH:70]=[CH:69][CH:68]=[C:67]([F:71])[CH:66]=3)[C:56]=2[N:57]([CH3:61])[C:58](=[O:60])[CH:59]=1. (3) Given the product [NH2:1][C:2]1[C:7]([C:8]#[N:9])=[C:6]([C:10]2[CH:15]=[CH:14][C:13]([O:16][CH2:17][CH2:18][OH:19])=[CH:12][N:11]=2)[C:5]([C:20]#[N:21])=[C:4]([S:22][CH2:24][C:25]2[N:26]=[C:27]([C:30]3[CH:35]=[CH:34][C:33]([Cl:36])=[CH:32][CH:31]=3)[S:28][CH:29]=2)[N:3]=1, predict the reactants needed to synthesize it. The reactants are: [NH2:1][C:2]1[C:7]([C:8]#[N:9])=[C:6]([C:10]2[CH:15]=[CH:14][C:13]([O:16][CH2:17][CH2:18][OH:19])=[CH:12][N:11]=2)[C:5]([C:20]#[N:21])=[C:4]([SH:22])[N:3]=1.Cl[CH2:24][C:25]1[N:26]=[C:27]([C:30]2[CH:35]=[CH:34][C:33]([Cl:36])=[CH:32][CH:31]=2)[S:28][CH:29]=1.C(=O)(O)[O-].[Na+]. (4) Given the product [NH:3]1[C:7]2[CH:8]=[CH:9][CH:10]=[CH:11][C:6]=2[N:5]=[C:4]1[C@H:12]([NH:22][C:23]([NH:24][CH:25]1[CH2:29][CH2:28][NH:27][CH2:26]1)=[O:37])[CH2:13][C:14]1[CH:15]=[CH:16][C:17]([O:20][CH3:21])=[CH:18][CH:19]=1, predict the reactants needed to synthesize it. The reactants are: N#N.[NH:3]1[C:7]2[CH:8]=[CH:9][CH:10]=[CH:11][C:6]=2[N:5]=[C:4]1[C@H:12]([NH:22][C:23](=[O:37])[NH:24][CH:25]1[CH2:29][CH2:28][N:27](C(OC(C)(C)C)=O)[CH2:26]1)[CH2:13][C:14]1[CH:19]=[CH:18][C:17]([O:20][CH3:21])=[CH:16][CH:15]=1.FC(F)(F)S(O[Si](C(C)(C)C)(C)C)(=O)=O. (5) The reactants are: [NH2:1][C:2]1[CH:9]=[C:8]([F:10])[C:5]([C:6]#[N:7])=[C:4]([Cl:11])[CH:3]=1.[C:12](O[C:12]([O:14][C:15]([CH3:18])([CH3:17])[CH3:16])=[O:13])([O:14][C:15]([CH3:18])([CH3:17])[CH3:16])=[O:13].FC1C2C(N)=NOC=2C=C(N)C=1. Given the product [Cl:11][C:4]1[CH:3]=[C:2]([NH:1][C:12](=[O:13])[O:14][C:15]([CH3:18])([CH3:17])[CH3:16])[CH:9]=[C:8]([F:10])[C:5]=1[C:6]#[N:7], predict the reactants needed to synthesize it. (6) Given the product [C:24]([O:28][C:29]([N:31]([C:44]1[CH:49]=[CH:48][C:47]([C:50]2[O:54][CH:53]=[N:52][C:51]=2[I:55])=[CH:46][CH:45]=1)[N:32]=[CH:33][C:34]1[CH:35]=[CH:36][C:37]([CH2:40][N:41]([CH3:43])[CH3:42])=[CH:38][CH:39]=1)=[O:30])([CH3:27])([CH3:25])[CH3:26], predict the reactants needed to synthesize it. The reactants are: C[Si](C)(C)[N-][Si](C)(C)C.[Li+].C1COCC1.CN1CCN(C)C1=O.[C:24]([O:28][C:29]([N:31]([C:44]1[CH:49]=[CH:48][C:47]([C:50]2[O:54][CH:53]=[N:52][CH:51]=2)=[CH:46][CH:45]=1)[N:32]=[CH:33][C:34]1[CH:39]=[CH:38][C:37]([CH2:40][N:41]([CH3:43])[CH3:42])=[CH:36][CH:35]=1)=[O:30])([CH3:27])([CH3:26])[CH3:25].[I:55]I.[Cl-].[NH4+]. (7) Given the product [Br:1][C:2]1[CH:10]=[CH:9][C:5]([C:6]([NH:15][CH2:20][CH2:19][OH:23])=[O:8])=[CH:4][C:3]=1[O:11][CH2:12][CH3:13], predict the reactants needed to synthesize it. The reactants are: [Br:1][C:2]1[CH:10]=[CH:9][C:5]([C:6]([OH:8])=O)=[CH:4][C:3]=1[O:11][CH2:12][CH3:13].C[N:15](C=O)C.[C:19](Cl)(=[O:23])[C:20](Cl)=O.